Dataset: Peptide-MHC class II binding affinity with 134,281 pairs from IEDB. Task: Regression. Given a peptide amino acid sequence and an MHC pseudo amino acid sequence, predict their binding affinity value. This is MHC class II binding data. (1) The peptide sequence is QHLLNIRLTDTEYRARFI. The MHC is DRB1_0101 with pseudo-sequence DRB1_0101. The binding affinity (normalized) is 0. (2) The peptide sequence is IIFIFRRDLLCPLGAL. The MHC is DRB1_1101 with pseudo-sequence DRB1_1101. The binding affinity (normalized) is 0.695. (3) The MHC is DRB1_1301 with pseudo-sequence DRB1_1301. The peptide sequence is LIEVNPPFGDSYIIV. The binding affinity (normalized) is 0.276. (4) The peptide sequence is HNVMESVTLDFTKFH. The MHC is DRB1_0101 with pseudo-sequence DRB1_0101. The binding affinity (normalized) is 0.475. (5) The peptide sequence is GELQKVDKIDAAFKI. The MHC is DRB3_0101 with pseudo-sequence DRB3_0101. The binding affinity (normalized) is 0.605. (6) The peptide sequence is EKKYFVATQFEPLAA. The MHC is DRB1_0101 with pseudo-sequence DRB1_0101. The binding affinity (normalized) is 0.762. (7) The peptide sequence is SPKARSERPAIVPPA. The MHC is DRB1_1602 with pseudo-sequence DRB1_1602. The binding affinity (normalized) is 0.